From a dataset of Forward reaction prediction with 1.9M reactions from USPTO patents (1976-2016). Predict the product of the given reaction. (1) The product is: [O:23]1[CH2:24][CH:22]1[CH2:21][CH2:20][NH:13][C:14]1[CH:19]=[CH:18][CH:17]=[CH:16][CH:15]=1. Given the reactants [N+](C1C=CC=CC=1S([N:13]([CH2:20][CH2:21][CH:22]1[CH2:24][O:23]1)[C:14]1[CH:19]=[CH:18][CH:17]=[CH:16][CH:15]=1)(=O)=O)([O-])=O.BrC1C=CC2N(CCCNC3C=CC=CC=3)C3C(C=2C=1)=CC(Br)=CC=3, predict the reaction product. (2) Given the reactants [OH:1][C:2]1[CH:6]=[C:5]([C:7]([OH:9])=O)[O:4][N:3]=1.C([O:12][C:13](=[O:35])[C@@:14]([CH2:32][O:33][CH3:34])([CH3:31])[CH2:15][C@H:16]([NH2:30])[CH2:17][C:18]1[CH:23]=[CH:22][C:21]([C:24]2[CH:29]=[CH:28][CH:27]=[CH:26][CH:25]=2)=[CH:20][CH:19]=1)C, predict the reaction product. The product is: [C:21]1([C:24]2[CH:25]=[CH:26][CH:27]=[CH:28][CH:29]=2)[CH:20]=[CH:19][C:18]([CH2:17][C@@H:16]([NH:30][C:7]([C:5]2[O:4][N:3]=[C:2]([OH:1])[CH:6]=2)=[O:9])[CH2:15][C@:14]([CH2:32][O:33][CH3:34])([CH3:31])[C:13]([OH:35])=[O:12])=[CH:23][CH:22]=1. (3) Given the reactants [C:1]([O:5][C:6]([N:8]1[CH2:13][CH2:12][NH:11][CH2:10][CH2:9]1)=[O:7])([CH3:4])([CH3:3])[CH3:2].CC1C=CC(S(N([N:26]=[O:27])C)(=O)=O)=CC=1, predict the reaction product. The product is: [C:1]([O:5][C:6]([N:8]1[CH2:13][CH2:12][N:11]([N:26]=[O:27])[CH2:10][CH2:9]1)=[O:7])([CH3:4])([CH3:2])[CH3:3]. (4) Given the reactants Cl.CN(C)[CH2:4][CH2:5][CH2:6][N:7]=C=NCC.[OH2:13].ON1[C:19]2[CH:20]=[CH:21][CH:22]=[CH:23][C:18]=2N=N1, predict the reaction product. The product is: [CH:18]1[CH:23]=[CH:22][C:21](/[CH:4]=[CH:5]/[C:6]([NH2:7])=[O:13])=[CH:20][CH:19]=1. (5) The product is: [Br:12][C:13]1[CH:18]=[CH:17][C:16]([O:19][CH2:20][CH:21]([F:22])[F:23])=[C:15]([CH:14]=1)[CH2:24][CH:2]([C:1]([O:8][CH3:9])=[O:7])[C:3]([O:5][CH3:6])=[O:4]. Given the reactants [C:1]([O:8][CH3:9])(=[O:7])[CH2:2][C:3]([O:5][CH3:6])=[O:4].[H-].[Na+].[Br:12][C:13]1[CH:18]=[CH:17][C:16]([O:19][CH2:20][CH:21]([F:23])[F:22])=[C:15]([CH2:24]I)[CH:14]=1, predict the reaction product.